From a dataset of Full USPTO retrosynthesis dataset with 1.9M reactions from patents (1976-2016). Predict the reactants needed to synthesize the given product. (1) Given the product [Br:20][CH2:30][CH2:31][C@H:32]([NH:49][C:50](=[O:56])[O:51][C:52]([CH3:55])([CH3:54])[CH3:53])[C:33]1[N:38]([C:39]2[CH:44]=[CH:43][CH:42]=[CH:41][CH:40]=2)[C:37](=[O:45])[C:36]2=[CH:46][CH:47]=[CH:48][N:35]2[N:34]=1, predict the reactants needed to synthesize it. The reactants are: C1(P(C2C=CC=CC=2)C2C=CC=CC=2)C=CC=CC=1.[Br:20]Br.C(N(CC)CC)C.O[CH2:30][CH2:31][C@H:32]([NH:49][C:50](=[O:56])[O:51][C:52]([CH3:55])([CH3:54])[CH3:53])[C:33]1[N:38]([C:39]2[CH:44]=[CH:43][CH:42]=[CH:41][CH:40]=2)[C:37](=[O:45])[C:36]2=[CH:46][CH:47]=[CH:48][N:35]2[N:34]=1. (2) Given the product [CH3:52][O:51][C:35]1[CH:36]=[C:37]([O:40][CH2:41][CH2:42][CH2:43][O:44][C:45]2[CH:46]=[CH:47][CH:48]=[CH:49][CH:50]=2)[CH:38]=[CH:39][C:34]=1[CH2:33][CH2:32][NH:31][C:29]([N:26]1[CH2:27][CH2:28][CH:23]([NH:22][C:21]2[CH:20]=[CH:19][C:18]([CH2:17][CH2:16][NH:15][CH2:14][C@H:13]([OH:55])[CH2:12][O:11][C:10]3[CH:56]=[CH:57][C:7]([OH:6])=[CH:8][CH:9]=3)=[CH:54][CH:53]=2)[CH2:24][CH2:25]1)=[O:30], predict the reactants needed to synthesize it. The reactants are: C([Si](C1C=CC=CC=1)(C1C=CC=CC=1)[O:6][C:7]1[CH:57]=[CH:56][C:10]([O:11][CH2:12][C@@H:13]([OH:55])[CH2:14][NH:15][CH2:16][CH2:17][C:18]2[CH:54]=[CH:53][C:21]([NH:22][CH:23]3[CH2:28][CH2:27][N:26]([C:29]([NH:31][CH2:32][CH2:33][C:34]4[CH:39]=[CH:38][C:37]([O:40][CH2:41][CH2:42][CH2:43][O:44][C:45]5[CH:50]=[CH:49][CH:48]=[CH:47][CH:46]=5)=[CH:36][C:35]=4[O:51][CH3:52])=[O:30])[CH2:25][CH2:24]3)=[CH:20][CH:19]=2)=[CH:9][CH:8]=1)(C)(C)C. (3) Given the product [C:1]([N:5]1[C:9]2[N:10]=[CH:11][N:12]=[CH:13][C:8]=2[C:7]([C:14]([C:16]2[CH:21]=[C:20]([N:22]([CH3:23])[C:32](=[O:34])[CH2:31][C:28]3[CH:27]=[CH:26][C:25]([Cl:24])=[CH:30][CH:29]=3)[CH:19]=[N:18][CH:17]=2)=[O:15])=[CH:6]1)([CH3:4])([CH3:3])[CH3:2], predict the reactants needed to synthesize it. The reactants are: [C:1]([N:5]1[C:9]2[N:10]=[CH:11][N:12]=[CH:13][C:8]=2[C:7]([C:14]([C:16]2[CH:17]=[N:18][CH:19]=[C:20]([NH:22][CH3:23])[CH:21]=2)=[O:15])=[CH:6]1)([CH3:4])([CH3:3])[CH3:2].[Cl:24][C:25]1[CH:30]=[CH:29][C:28]([CH2:31][C:32]([OH:34])=O)=[CH:27][CH:26]=1.